This data is from NCI-60 drug combinations with 297,098 pairs across 59 cell lines. The task is: Regression. Given two drug SMILES strings and cell line genomic features, predict the synergy score measuring deviation from expected non-interaction effect. (1) Drug 1: C1CN1C2=NC(=NC(=N2)N3CC3)N4CC4. Drug 2: C(CC(=O)O)C(=O)CN.Cl. Cell line: NCI/ADR-RES. Synergy scores: CSS=-2.14, Synergy_ZIP=-7.52, Synergy_Bliss=-11.0, Synergy_Loewe=-32.5, Synergy_HSA=-13.1. (2) Drug 1: CN(CCCl)CCCl.Cl. Drug 2: C1CN(P(=O)(OC1)NCCCl)CCCl. Cell line: MDA-MB-435. Synergy scores: CSS=0.251, Synergy_ZIP=-0.631, Synergy_Bliss=0.205, Synergy_Loewe=-0.361, Synergy_HSA=-0.116. (3) Drug 1: C1=CC=C(C(=C1)C(C2=CC=C(C=C2)Cl)C(Cl)Cl)Cl. Drug 2: CCCCCOC(=O)NC1=NC(=O)N(C=C1F)C2C(C(C(O2)C)O)O. Cell line: LOX IMVI. Synergy scores: CSS=-4.48, Synergy_ZIP=0.451, Synergy_Bliss=-2.81, Synergy_Loewe=-5.11, Synergy_HSA=-4.32. (4) Drug 1: CC1=C(C=C(C=C1)NC(=O)C2=CC=C(C=C2)CN3CCN(CC3)C)NC4=NC=CC(=N4)C5=CN=CC=C5. Drug 2: CCN(CC)CCNC(=O)C1=C(NC(=C1C)C=C2C3=C(C=CC(=C3)F)NC2=O)C. Cell line: KM12. Synergy scores: CSS=23.8, Synergy_ZIP=-7.97, Synergy_Bliss=-2.54, Synergy_Loewe=-7.68, Synergy_HSA=-2.44. (5) Drug 1: CCC1(CC2CC(C3=C(CCN(C2)C1)C4=CC=CC=C4N3)(C5=C(C=C6C(=C5)C78CCN9C7C(C=CC9)(C(C(C8N6C)(C(=O)OC)O)OC(=O)C)CC)OC)C(=O)OC)O.OS(=O)(=O)O. Drug 2: CCCCC(=O)OCC(=O)C1(CC(C2=C(C1)C(=C3C(=C2O)C(=O)C4=C(C3=O)C=CC=C4OC)O)OC5CC(C(C(O5)C)O)NC(=O)C(F)(F)F)O. Cell line: MCF7. Synergy scores: CSS=9.31, Synergy_ZIP=2.58, Synergy_Bliss=2.01, Synergy_Loewe=-5.20, Synergy_HSA=-3.62. (6) Drug 1: C1=CC(=CC=C1CC(C(=O)O)N)N(CCCl)CCCl.Cl. Drug 2: C1=NC2=C(N=C(N=C2N1C3C(C(C(O3)CO)O)F)Cl)N. Cell line: HOP-62. Synergy scores: CSS=46.1, Synergy_ZIP=1.11, Synergy_Bliss=4.10, Synergy_Loewe=-20.8, Synergy_HSA=2.41. (7) Drug 1: C1=C(C(=O)NC(=O)N1)N(CCCl)CCCl. Drug 2: CS(=O)(=O)CCNCC1=CC=C(O1)C2=CC3=C(C=C2)N=CN=C3NC4=CC(=C(C=C4)OCC5=CC(=CC=C5)F)Cl. Cell line: MALME-3M. Synergy scores: CSS=18.9, Synergy_ZIP=-5.49, Synergy_Bliss=0.956, Synergy_Loewe=-1.93, Synergy_HSA=-1.25. (8) Drug 1: C1=CC(=C2C(=C1NCCNCCO)C(=O)C3=C(C=CC(=C3C2=O)O)O)NCCNCCO. Drug 2: CNC(=O)C1=NC=CC(=C1)OC2=CC=C(C=C2)NC(=O)NC3=CC(=C(C=C3)Cl)C(F)(F)F. Cell line: A498. Synergy scores: CSS=42.6, Synergy_ZIP=-2.75, Synergy_Bliss=-1.68, Synergy_Loewe=0.296, Synergy_HSA=1.88. (9) Drug 1: CCC1=C2CN3C(=CC4=C(C3=O)COC(=O)C4(CC)O)C2=NC5=C1C=C(C=C5)O. Drug 2: C1CC(=O)NC(=O)C1N2C(=O)C3=CC=CC=C3C2=O. Cell line: SK-MEL-5. Synergy scores: CSS=27.8, Synergy_ZIP=-2.94, Synergy_Bliss=2.79, Synergy_Loewe=-20.6, Synergy_HSA=-0.432.